Dataset: CYP2C19 inhibition data for predicting drug metabolism from PubChem BioAssay. Task: Regression/Classification. Given a drug SMILES string, predict its absorption, distribution, metabolism, or excretion properties. Task type varies by dataset: regression for continuous measurements (e.g., permeability, clearance, half-life) or binary classification for categorical outcomes (e.g., BBB penetration, CYP inhibition). Dataset: cyp2c19_veith. (1) The compound is COc1ccc2cc1Oc1ccc(cc1)C[C@@H]1c3c(cc(OC)c4c3Oc3cc5c(cc3O4)CCN[C@H]5C2)CCN1C. The result is 0 (non-inhibitor). (2) The drug is Nc1ccccc1Nc1ccccc1. The result is 1 (inhibitor). (3) The molecule is COC(=O)c1ccc(N2CCN(CC(=O)c3ccc(-c4ccccc4)cc3)CC2)c([N+](=O)[O-])c1. The result is 1 (inhibitor). (4) The compound is CN1CCC2(CC1)CCN(C(=O)c1ccco1)CC2. The result is 0 (non-inhibitor). (5) The drug is O=c1c(-c2cccc(Cl)c2)nc2cncnc2n1C1CC1. The result is 0 (non-inhibitor). (6) The drug is O=C1NC(c2ccc(Br)cc2)Nc2sc3c(c21)CCC3. The result is 1 (inhibitor). (7) The drug is N#CCCn1c(=O)c(-c2ccc(F)cc2)nc2cnc(N3CCOCC3)nc21. The result is 0 (non-inhibitor). (8) The compound is O=C1Nc2ccccc2[C@]1(O)Cc1ccccn1. The result is 0 (non-inhibitor).